From a dataset of Forward reaction prediction with 1.9M reactions from USPTO patents (1976-2016). Predict the product of the given reaction. (1) Given the reactants C1(C(NC2C(C(N)=[O:15])=CN=C(SC)N=2)(C)C)CC1.C1C=C(Cl)C=C(C(OO)=O)C=1.[CH:30]1([C:33]([NH:36][C:37]2[C:42]([C:43]([NH2:45])=[O:44])=[CH:41][N:40]=[C:39]([S:46]([CH3:48])=[O:47])[N:38]=2)([CH3:35])[CH3:34])[CH2:32][CH2:31]1, predict the reaction product. The product is: [CH:30]1([C:33]([NH:36][C:37]2[C:42]([C:43]([NH2:45])=[O:44])=[CH:41][N:40]=[C:39]([S:46]([CH3:48])(=[O:15])=[O:47])[N:38]=2)([CH3:35])[CH3:34])[CH2:32][CH2:31]1. (2) Given the reactants [CH3:1][N:2]1[CH:6]([C:7]([O:9]C(C)(C)C)=[O:8])[CH2:5][N:4]([C:14]2[CH:19]=[CH:18][CH:17]=[C:16]([CH3:20])[N:15]=2)[C:3]1=[O:21].[C:22]([OH:28])([C:24]([F:27])([F:26])[F:25])=[O:23].C(Cl)Cl, predict the reaction product. The product is: [OH:28][C:22]([C:24]([F:27])([F:26])[F:25])=[O:23].[CH3:1][N:2]1[CH:6]([C:7]([OH:9])=[O:8])[CH2:5][N:4]([C:14]2[CH:19]=[CH:18][CH:17]=[C:16]([CH3:20])[N:15]=2)[C:3]1=[O:21]. (3) The product is: [CH2:1]([CH:4]([CH2:8][CH2:9][CH2:10][CH2:11][CH3:12])[C:5]([O:7][CH2:13][CH2:14][CH2:15][CH2:16][CH2:17][CH2:18][CH2:19][CH3:20])=[O:6])[CH2:2][CH3:3]. Given the reactants [CH2:1]([CH:4]([CH2:8][CH2:9][CH2:10][CH2:11][CH3:12])[C:5]([OH:7])=[O:6])[CH2:2][CH3:3].[CH2:13](O)[CH2:14][CH2:15][CH2:16][CH2:17][CH2:18][CH2:19][CH3:20], predict the reaction product. (4) Given the reactants [NH2:1][C:2]1[C:7]([Br:8])=[CH:6][C:5]([CH2:9][C@@H:10]([NH:24]C(OC(C)(C)C)=O)[CH2:11][N:12]2[CH2:17][CH2:16][CH:15]([N:18]3[CH2:23][CH2:22][CH2:21][CH2:20][CH2:19]3)[CH2:14][CH2:13]2)=[CH:4][C:3]=1[Br:32].FC(F)(F)C(O)=O.[K+].[Br-], predict the reaction product. The product is: [NH2:24][C@H:10]([CH2:9][C:5]1[CH:6]=[C:7]([Br:8])[C:2]([NH2:1])=[C:3]([Br:32])[CH:4]=1)[CH2:11][N:12]1[CH2:17][CH2:16][CH:15]([N:18]2[CH2:23][CH2:22][CH2:21][CH2:20][CH2:19]2)[CH2:14][CH2:13]1. (5) Given the reactants [CH3:1][O:2][C:3]([C:5]1[C:10](Cl)=[N:9][CH:8]=[CH:7][N:6]=1)=[O:4].[NH2:12][CH2:13][C:14]1[CH:19]=[CH:18][N:17]=[CH:16][CH:15]=1, predict the reaction product. The product is: [CH3:1][O:2][C:3]([C:5]1[C:10]([NH:12][CH2:13][C:14]2[CH:19]=[CH:18][N:17]=[CH:16][CH:15]=2)=[N:9][CH:8]=[CH:7][N:6]=1)=[O:4].